Dataset: Ames mutagenicity test results for genotoxicity prediction. Task: Regression/Classification. Given a drug SMILES string, predict its toxicity properties. Task type varies by dataset: regression for continuous values (e.g., LD50, hERG inhibition percentage) or binary classification for toxic/non-toxic outcomes (e.g., AMES mutagenicity, cardiotoxicity, hepatotoxicity). Dataset: ames. (1) The drug is CC(C)CCOC(=O)CC(C)C. The result is 0 (non-mutagenic). (2) The compound is CC(C)N1C(=O)c2ccccc2NS1(=O)=O. The result is 0 (non-mutagenic). (3) The molecule is c1ccc(CCC2CO2)cc1. The result is 1 (mutagenic). (4) The drug is CCOP(=S)(OCC)SCn1c(=O)oc2cc(Cl)ccc21. The result is 0 (non-mutagenic). (5) The molecule is CNC(=O)Oc1ccc2c(c1)C1(C)CCN(C)C1N2C. The result is 0 (non-mutagenic). (6) The compound is COc1cc2c(c3oc(=O)c4c(c13)[C@@H](Cl)[C@@H](Cl)C4=O)[C@@H]1C=CO[C@@H]1O2. The result is 1 (mutagenic). (7) The drug is Cc1c(C(=O)O)c(O)cc2c1C(=O)c1c(O)c([C@H]3O[C@@H](CO)[C@H](O)[C@@H](O)[C@@H]3O)c(O)c(O)c1C2=O. The result is 1 (mutagenic). (8) The drug is CN(C)c1ccc(N=O)cc1. The result is 1 (mutagenic).